Task: Predict which catalyst facilitates the given reaction.. Dataset: Catalyst prediction with 721,799 reactions and 888 catalyst types from USPTO Reactant: [N:1]1[CH:6]=[CH:5][CH:4]=[CH:3][C:2]=1[CH2:7][CH2:8][C:9]([O:11]CC)=O.[Li+].C[CH:16]([N-:18][CH:19](C)C)C.[N+:22]([C:25]1[CH:26]=[C:27]([NH:31][C:32]2[N:39]=[CH:38][CH:37]=[CH:36][C:33]=2[CH:34]=O)[CH:28]=[CH:29][CH:30]=1)([O-:24])=[O:23].[OH2:40]. Product: [N+:22]([C:25]1[CH:26]=[C:27]([N:31]2[C:32]3[C:33](=[CH:36][CH:37]=[CH:38][N:39]=3)[CH:34]=[C:8]([CH2:7][C:2]3[CH:3]=[CH:4][CH:5]=[CH:6][N:1]=3)[C:9]2=[O:11])[CH:28]=[CH:29][CH:30]=1)([O-:24])=[O:23].[CH3:16][N:18]([CH:19]=[O:40])[CH3:2]. The catalyst class is: 1.